This data is from Reaction yield outcomes from USPTO patents with 853,638 reactions. The task is: Predict the reaction yield, written as a fraction of the theoretical maximum amount of product (1.0 means a 100% yield; for example, 0.34 means a 34% yield). (1) The reactants are [C:1]([NH:6][C:7]1[NH:8][C:9](=[O:24])[C:10]2[N:11]=[CH:12][N:13]([C:22]=2[N:23]=1)[C@@H:14]1[O:21][C@H:18]([CH2:19][OH:20])[C@@H:16]([OH:17])[CH2:15]1)(=[O:5])[CH:2]([CH3:4])[CH3:3].N1C=CN=C1.[Si:30](Cl)([C:33]([CH3:36])([CH3:35])[CH3:34])([CH3:32])[CH3:31]. The catalyst is CN(C=O)C. The product is [C:1]([NH:6][C:7]1[NH:8][C:9](=[O:24])[C:10]2[N:11]=[CH:12][N:13]([C:22]=2[N:23]=1)[C@@H:14]1[O:21][C@H:18]([CH2:19][O:20][Si:30]([C:33]([CH3:36])([CH3:35])[CH3:34])([CH3:32])[CH3:31])[C@@H:16]([OH:17])[CH2:15]1)(=[O:5])[CH:2]([CH3:4])[CH3:3]. The yield is 0.740. (2) The reactants are [CH3:1][C:2]([O:5][C:6]([NH:8][CH2:9][CH2:10][CH2:11][C:12]([OH:14])=O)=[O:7])([CH3:4])[CH3:3].C(Cl)CCl.[I:19][C:20]1[CH:26]=[CH:25][C:23]([NH2:24])=[CH:22][CH:21]=1. The catalyst is CN(C1C=CN=CC=1)C.C(Cl)Cl. The product is [C:2]([O:5][C:6](=[O:7])[NH:8][CH2:9][CH2:10][CH2:11][C:12]([NH:24][C:23]1[CH:25]=[CH:26][C:20]([I:19])=[CH:21][CH:22]=1)=[O:14])([CH3:1])([CH3:3])[CH3:4]. The yield is 0.610. (3) The reactants are [N+:1]([C:4]1[CH:13]=[C:12]2[C:7]([CH2:8][CH2:9][CH2:10][C:11]2=[N:14]O)=[CH:6][CH:5]=1)([O-])=O. The catalyst is CO. The product is [CH:11]1([NH2:14])[C:12]2[C:7](=[CH:6][CH:5]=[C:4]([NH2:1])[CH:13]=2)[CH2:8][CH2:9][CH2:10]1. The yield is 0.960. (4) The reactants are [NH2:1][C:2]1[CH:25]=[CH:24][C:23]([N:26]2[CH2:31][CH2:30][CH2:29][CH2:28][CH2:27]2)=[CH:22][C:3]=1[C:4]([NH:6][C:7]1[CH:11]=[CH:10][N:9]([C:12]2[CH:17]=[CH:16][CH:15]=[C:14]([C:18]([F:21])([F:20])[F:19])[CH:13]=2)[N:8]=1)=[O:5].[CH2:32]([N:34]([CH2:49][CH3:50])[CH2:35][CH2:36][N:37]([CH2:39][C:40]1[CH:48]=[CH:47][C:43]([C:44](O)=[O:45])=[CH:42][CH:41]=1)[CH3:38])[CH3:33].CCN=C=NCCCN(C)C.Cl. The catalyst is ClCCl.CN(C)C1C=CN=CC=1. The product is [CH2:49]([N:34]([CH2:32][CH3:33])[CH2:35][CH2:36][N:37]([CH2:39][C:40]1[CH:41]=[CH:42][C:43]([C:44]([NH:1][C:2]2[CH:25]=[CH:24][C:23]([N:26]3[CH2:31][CH2:30][CH2:29][CH2:28][CH2:27]3)=[CH:22][C:3]=2[C:4]([NH:6][C:7]2[CH:11]=[CH:10][N:9]([C:12]3[CH:17]=[CH:16][CH:15]=[C:14]([C:18]([F:20])([F:21])[F:19])[CH:13]=3)[N:8]=2)=[O:5])=[O:45])=[CH:47][CH:48]=1)[CH3:38])[CH3:50]. The yield is 0.310. (5) The reactants are [Cl:1][C:2]1[CH:16]=[CH:15][C:5]([C:6]([NH:8][CH2:9][CH2:10][CH2:11][C:12]([OH:14])=[O:13])=[O:7])=[C:4]([OH:17])[CH:3]=1.[OH-].[Na+:19]. The catalyst is CC(C)=O. The product is [Cl:1][C:2]1[CH:16]=[CH:15][C:5]([C:6]([NH:8][CH2:9][CH2:10][CH2:11][C:12]([O-:14])=[O:13])=[O:7])=[C:4]([OH:17])[CH:3]=1.[Na+:19]. The yield is 0.972. (6) The reactants are Cl.[NH2:2][C@@H:3]1[CH2:7][N:6]([C:8]([O:10][C:11]([CH3:14])([CH3:13])[CH3:12])=[O:9])[CH2:5][C@H:4]1[C:15]([O:17][CH2:18][CH3:19])=[O:16].CCN(C(C)C)C(C)C.Cl[C:30]([O:32][CH2:33][C:34]1[CH:39]=[CH:38][CH:37]=[CH:36][CH:35]=1)=[O:31]. The product is [CH2:18]([O:17][C:15]([C@H:4]1[C@H:3]([NH:2][C:30]([O:32][CH2:33][C:34]2[CH:39]=[CH:38][CH:37]=[CH:36][CH:35]=2)=[O:31])[CH2:7][N:6]([C:8]([O:10][C:11]([CH3:14])([CH3:13])[CH3:12])=[O:9])[CH2:5]1)=[O:16])[CH3:19]. The catalyst is CN(C=O)C.O. The yield is 0.430.